From a dataset of Catalyst prediction with 721,799 reactions and 888 catalyst types from USPTO. Predict which catalyst facilitates the given reaction. (1) Reactant: [NH2:1][CH:2]([CH2:12][C:13]1[CH:18]=[CH:17][C:16]([C:19]([F:22])([F:21])[F:20])=[CH:15][CH:14]=1)[CH:3]([C:5]1[CH:10]=[CH:9][C:8]([F:11])=[CH:7][CH:6]=1)[OH:4].[C:23]1([CH2:29][CH2:30][C:31](Cl)=[O:32])[CH:28]=[CH:27][CH:26]=[CH:25][CH:24]=1.C(=O)([O-])O.[Na+]. Product: [F:11][C:8]1[CH:9]=[CH:10][C:5]([CH:3]([OH:4])[CH:2]([NH:1][C:31](=[O:32])[CH2:30][CH2:29][C:23]2[CH:28]=[CH:27][CH:26]=[CH:25][CH:24]=2)[CH2:12][C:13]2[CH:18]=[CH:17][C:16]([C:19]([F:22])([F:20])[F:21])=[CH:15][CH:14]=2)=[CH:6][CH:7]=1. The catalyst class is: 84. (2) Reactant: C[O:2][C:3](=[O:31])[CH2:4][C:5]1[CH:10]=[CH:9][CH:8]=[C:7]([S:11]([C:14]2[CH:15]=[C:16]([C:20]3[CH:25]=[CH:24][C:23]([C:26]([F:29])([F:28])[F:27])=[CH:22][C:21]=3[F:30])[CH:17]=[CH:18][CH:19]=2)(=[O:13])=[O:12])[CH:6]=1.O1CCCC1.[OH-].[K+].Cl. Product: [F:30][C:21]1[CH:22]=[C:23]([C:26]([F:29])([F:28])[F:27])[CH:24]=[CH:25][C:20]=1[C:16]1[CH:17]=[CH:18][CH:19]=[C:14]([S:11]([C:7]2[CH:6]=[C:5]([CH2:4][C:3]([OH:31])=[O:2])[CH:10]=[CH:9][CH:8]=2)(=[O:13])=[O:12])[CH:15]=1. The catalyst class is: 6. (3) Reactant: [Cl:1][C:2]1[CH:3]=[C:4]([CH2:9][C:10](Cl)=[O:11])[CH:5]=[CH:6][C:7]=1[Cl:8].[NH2:13][C:14]1[S:15][C:16]2[CH:22]=[C:21]([O:23][CH3:24])[CH:20]=[CH:19][C:17]=2[N:18]=1. Product: [CH3:24][O:23][C:21]1[CH:20]=[CH:19][C:17]2[N:18]=[C:14]([NH:13][C:10](=[O:11])[CH2:9][C:4]3[CH:5]=[CH:6][C:7]([Cl:8])=[C:2]([Cl:1])[CH:3]=3)[S:15][C:16]=2[CH:22]=1. The catalyst class is: 1. (4) Reactant: Cl.[NH:2]1[C:7]2[N:8]=[CH:9][CH:10]=[CH:11][C:6]=2[C:5]2([CH2:16][CH2:15][NH:14][CH2:13][CH2:12]2)[O:4][C:3]1=[O:17].Cl[C:19]1[N:24]=[CH:23][N:22]=[C:21]([C:25]([C:27]2[CH:37]=[C:36]([CH3:38])[C:30]3[N:31]([CH3:35])[C:32](=[O:34])[O:33][C:29]=3[CH:28]=2)=[O:26])[CH:20]=1.CCN(C(C)C)C(C)C. Product: [CH3:35][N:31]1[C:30]2[C:36]([CH3:38])=[CH:37][C:27]([C:25]([C:21]3[N:22]=[CH:23][N:24]=[C:19]([N:14]4[CH2:13][CH2:12][C:5]5([O:4][C:3](=[O:17])[NH:2][C:7]6[N:8]=[CH:9][CH:10]=[CH:11][C:6]5=6)[CH2:16][CH2:15]4)[CH:20]=3)=[O:26])=[CH:28][C:29]=2[O:33][C:32]1=[O:34]. The catalyst class is: 3.